This data is from Full USPTO retrosynthesis dataset with 1.9M reactions from patents (1976-2016). The task is: Predict the reactants needed to synthesize the given product. (1) Given the product [C:9]1([C@@H:15]([CH2:22][C:23]2[CH:28]=[CH:27][C:26]([O:29][CH2:30][CH2:31][CH2:32][NH2:33])=[CH:25][CH:24]=2)[CH2:16][C:17]([O:19][CH2:20][CH3:21])=[O:18])[CH:10]=[CH:11][CH:12]=[CH:13][CH:14]=1, predict the reactants needed to synthesize it. The reactants are: Cl.Cl.O1CCOCC1.[C:9]1([C@@H:15]([CH2:22][C:23]2[CH:28]=[CH:27][C:26]([O:29][CH2:30][CH2:31][CH2:32][NH:33]C(OC(C)(C)C)=O)=[CH:25][CH:24]=2)[CH2:16][C:17]([O:19][CH2:20][CH3:21])=[O:18])[CH:14]=[CH:13][CH:12]=[CH:11][CH:10]=1. (2) Given the product [Br:1][C:2]1[CH:3]=[C:4]([S:8]([N:18]([CH:12]2[CH2:17][CH2:16][CH2:15][CH2:14][CH2:13]2)[CH3:19])(=[O:10])=[O:9])[CH:5]=[CH:6][CH:7]=1, predict the reactants needed to synthesize it. The reactants are: [Br:1][C:2]1[CH:3]=[C:4]([S:8](Cl)(=[O:10])=[O:9])[CH:5]=[CH:6][CH:7]=1.[CH:12]1([NH:18][CH3:19])[CH2:17][CH2:16][CH2:15][CH2:14][CH2:13]1.CCN(C(C)C)C(C)C.